From a dataset of Catalyst prediction with 721,799 reactions and 888 catalyst types from USPTO. Predict which catalyst facilitates the given reaction. (1) Reactant: [CH3:1][C:2]1[CH:3]=[C:4]([OH:17])[CH:5]=[CH:6][C:7]=1[CH2:8][CH2:9][CH2:10][CH2:11][N:12]1[CH:16]=[CH:15][N:14]=[N:13]1.[H-].[Na+].Cl[CH2:21][C:22]1[CH:27]=[CH:26][CH:25]=[C:24]([C:28]2[CH:33]=[CH:32][CH:31]=[C:30]([Cl:34])[CH:29]=2)[N:23]=1.O. Product: [Cl:34][C:30]1[CH:29]=[C:28]([C:24]2[CH:25]=[CH:26][CH:27]=[C:22]([CH2:21][O:17][C:4]3[CH:5]=[CH:6][C:7]([CH2:8][CH2:9][CH2:10][CH2:11][N:12]4[CH:16]=[CH:15][N:14]=[N:13]4)=[C:2]([CH3:1])[CH:3]=3)[N:23]=2)[CH:33]=[CH:32][CH:31]=1. The catalyst class is: 9. (2) Reactant: [H-].[Na+].[NH2:3][C@@H:4]1[C:13]2[C:8](=[CH:9][CH:10]=[CH:11][CH:12]=2)[C@H:7]([OH:14])[CH2:6][CH2:5]1.F[C:16]1[CH:17]=[CH:18][C:19]2[N:20]([C:22]([N:25]([CH:29]([CH3:31])[CH3:30])[CH:26]([CH3:28])[CH3:27])=[N:23][N:24]=2)[CH:21]=1. Product: [NH2:3][C@@H:4]1[C:13]2[C:8](=[CH:9][CH:10]=[CH:11][CH:12]=2)[C@H:7]([O:14][C:16]2[CH:17]=[CH:18][C:19]3[N:20]([C:22]([N:25]([CH:29]([CH3:31])[CH3:30])[CH:26]([CH3:27])[CH3:28])=[N:23][N:24]=3)[CH:21]=2)[CH2:6][CH2:5]1. The catalyst class is: 3. (3) Product: [S:21]([OH:24])([O:11][CH2:10][CH2:9][NH:8][CH2:1][C:2]1[CH:7]=[CH:6][CH:5]=[CH:4][CH:3]=1)(=[O:23])=[O:22]. Reactant: [CH2:1]([NH:8][CH2:9][CH2:10][OH:11])[C:2]1[CH:7]=[CH:6][CH:5]=[CH:4][CH:3]=1.COCCOCCOC.[S:21](=O)(=[O:24])([OH:23])[OH:22].CO. The catalyst class is: 226. (4) Reactant: [CH2:1]([O:8][C:9]([N:11]1[CH2:16][CH2:15][CH:14]([CH2:17][NH:18][C:19]2[C:24](Cl)=[N:23][CH:22]=[CH:21][N:20]=2)[CH2:13][CH2:12]1)=[O:10])[C:2]1[CH:7]=[CH:6][CH:5]=[CH:4][CH:3]=1.[CH3:26][O-:27].[Na+]. Product: [CH2:1]([O:8][C:9]([N:11]1[CH2:16][CH2:15][CH:14]([CH2:17][NH:18][C:19]2[C:24]([O:27][CH3:26])=[N:23][CH:22]=[CH:21][N:20]=2)[CH2:13][CH2:12]1)=[O:10])[C:2]1[CH:7]=[CH:6][CH:5]=[CH:4][CH:3]=1. The catalyst class is: 5. (5) Reactant: [CH:1]1([CH:6]=[C:7]([C:18]2[NH:30][C:21]3=[N:22][CH:23]=[C:24]([S:26]([CH2:28][CH3:29])=[O:27])[CH:25]=[C:20]3[CH:19]=2)[C:8]2[CH:13]=[CH:12][C:11]([S:14]([CH3:17])(=[O:16])=[O:15])=[CH:10][CH:9]=2)[CH2:5][CH2:4][CH2:3][CH2:2]1. Product: [CH:1]1([CH2:6][CH:7]([C:18]2[NH:30][C:21]3=[N:22][CH:23]=[C:24]([S:26]([CH2:28][CH3:29])=[O:27])[CH:25]=[C:20]3[CH:19]=2)[C:8]2[CH:13]=[CH:12][C:11]([S:14]([CH3:17])(=[O:16])=[O:15])=[CH:10][CH:9]=2)[CH2:5][CH2:4][CH2:3][CH2:2]1. The catalyst class is: 43. (6) Reactant: [N-:1]=[N+:2]=[N-:3].[Na+].[Si](Cl)(Cl)(Cl)Cl.[C:10]([C:12]1[C:13]([CH2:26][C:27]2[CH:36]=[CH:35][C:34]3[C:29](=[CH:30][CH:31]=[CH:32][CH:33]=3)[CH:28]=2)=[C:14]([C:23]([NH2:25])=O)[S:15][C:16]=1[N:17]1[CH2:22][CH2:21][O:20][CH2:19][CH2:18]1)#[N:11].O. Product: [N:17]1([C:16]2[S:15][C:14]([C:23]3[NH:25][N:3]=[N:2][N:1]=3)=[C:13]([CH2:26][C:27]3[CH:36]=[CH:35][C:34]4[C:29](=[CH:30][CH:31]=[CH:32][CH:33]=4)[CH:28]=3)[C:12]=2[C:10]#[N:11])[CH2:22][CH2:21][O:20][CH2:19][CH2:18]1. The catalyst class is: 290. (7) Reactant: [C:1]([Si:5]([O:8][C:9]1[CH:14]=[C:13]([CH2:15][CH3:16])[CH:12]=[CH:11][C:10]=1[F:17])([CH3:7])[CH3:6])([CH3:4])([CH3:3])[CH3:2].CN(CCN(CCN(C)C)C)C.C([Li])CCC.CN([CH:38]=[O:39])C. Product: [Si:5]([O:8][C:9]1[C:10]([F:17])=[C:11]([CH:12]=[C:13]([CH2:15][CH3:16])[CH:14]=1)[CH:38]=[O:39])([C:1]([CH3:4])([CH3:3])[CH3:2])([CH3:7])[CH3:6]. The catalyst class is: 1. (8) Reactant: [CH3:1][O:2][C:3](=[O:22])[CH2:4][CH2:5][CH2:6][CH2:7][CH2:8][CH2:9][CH2:10][CH2:11][CH2:12][CH2:13][CH2:14][CH2:15][CH2:16][CH2:17][CH2:18][N:19]=[N+]=[N-]. Product: [CH3:1][O:2][C:3](=[O:22])[CH2:4][CH2:5][CH2:6][CH2:7][CH2:8][CH2:9][CH2:10][CH2:11][CH2:12][CH2:13][CH2:14][CH2:15][CH2:16][CH2:17][CH2:18][NH2:19]. The catalyst class is: 19.